This data is from Full USPTO retrosynthesis dataset with 1.9M reactions from patents (1976-2016). The task is: Predict the reactants needed to synthesize the given product. Given the product [CH3:1][N:2]1[C:6](=[O:7])[CH:5]=[CH:4][C:3]1=[O:8].[F:9][CH:10]([CH2:24][C:25]([F:26])([F:27])[F:28])[C:11]([O:14][C:15]([CH:17]1[CH2:22][CH:21]2[CH2:23][CH:18]1[CH:19]=[CH:20]2)=[O:16])([F:13])[F:12].[F:42][CH:38]1[CH:39]=[CH:40][CH:41]=[C:30]([F:29])[C:31]1([CH3:43])[CH2:32][C:18]12[CH2:23][CH:21]([CH:20]=[CH:19]1)[CH2:22][CH:17]2[C:15]([O-:14])=[O:16], predict the reactants needed to synthesize it. The reactants are: [CH3:1][N:2]1[C:6](=[O:7])[CH:5]=[CH:4][C:3]1=[O:8].[F:9][CH:10]([CH2:24][C:25]([F:28])([F:27])[F:26])[C:11]([O:14][C:15]([CH:17]1[CH2:22][CH:21]2[CH2:23][CH:18]1[CH:19]=[CH:20]2)=[O:16])([F:13])[F:12].[F:29][CH:30]1[CH:41]=[CH:40][CH:39]=[C:38]([F:42])[C:31]1([CH3:43])[CH2:32]C(=C)C([O-])=O.CC(N=NC(C#N)(C)C)(C#N)C.